This data is from Catalyst prediction with 721,799 reactions and 888 catalyst types from USPTO. The task is: Predict which catalyst facilitates the given reaction. (1) Reactant: [Cl:1][C:2]1[CH:3]=[C:4]([C:23]#[C:24][CH2:25][N:26]2[CH2:31][CH2:30][N:29]([CH3:32])[CH2:28][CH2:27]2)[CH:5]=[C:6]2[C:10]=1[C:9](=[O:11])[N:8]([CH2:12][C:13]1[CH:18]=[CH:17][C:16]([C:19]([F:22])([F:21])[F:20])=[CH:15][CH:14]=1)[CH2:7]2.[H][H].C(Cl)(Cl)Cl.CO. Product: [Cl:1][C:2]1[CH:3]=[C:4]([CH2:23][CH2:24][CH2:25][N:26]2[CH2:31][CH2:30][N:29]([CH3:32])[CH2:28][CH2:27]2)[CH:5]=[C:6]2[C:10]=1[C:9](=[O:11])[N:8]([CH2:12][C:13]1[CH:14]=[CH:15][C:16]([C:19]([F:21])([F:20])[F:22])=[CH:17][CH:18]=1)[CH2:7]2. The catalyst class is: 178. (2) Reactant: [Cl-].[Al+3].[Cl-].[Cl-].[N-:5]=[N+:6]=[N-:7].[Na+].[F:9][C:10]([F:22])([F:21])[C:11]1[C:12]([CH3:20])=[C:13]([CH:17]=[CH:18][CH:19]=1)C(Cl)=O.[N:23]([O-])=O.[Na+].Cl.[O:28]1[CH2:32]CCC1. Product: [CH3:20][C:12]1[C:11]([C:10]([F:9])([F:21])[F:22])=[CH:19][CH:18]=[CH:17][C:13]=1[N:5]1[C:32](=[O:28])[NH:23][N:7]=[N:6]1. The catalyst class is: 6. (3) Reactant: [F:1][C:2]([F:22])([F:21])[C:3]1[CH:8]=[CH:7][C:6]([C:9]2[N:14]=[C:13]([C:15](=[O:20])[CH2:16][CH2:17][CH2:18][CH3:19])[CH:12]=[CH:11][CH:10]=2)=[CH:5][CH:4]=1.[BH4-].[Na+]. Product: [F:21][C:2]([F:1])([F:22])[C:3]1[CH:4]=[CH:5][C:6]([C:9]2[N:14]=[C:13]([CH:15]([OH:20])[CH2:16][CH2:17][CH2:18][CH3:19])[CH:12]=[CH:11][CH:10]=2)=[CH:7][CH:8]=1. The catalyst class is: 20. (4) Reactant: [C:1]([C:4]1[S:8][C:7]([C:9]2[CH:10]=[C:11]([Cl:31])[C:12]3[O:16][CH:15]([CH2:17][NH:18][C:19](=[O:29])/[CH:20]=[CH:21]/[C:22]4[CH:23]=[N:24][C:25]([NH2:28])=[CH:26][CH:27]=4)[CH2:14][C:13]=3[CH:30]=2)=[CH:6][CH:5]=1)(=[O:3])[CH3:2].[C:32](Cl)(=[O:34])[CH3:33].C(N(CC)CC)C.O. Product: [C:32]([NH:28][C:25]1[N:24]=[CH:23][C:22](/[CH:21]=[CH:20]/[C:19]([NH:18][CH2:17][CH:15]2[CH2:14][C:13]3[CH:30]=[C:9]([C:7]4[S:8][C:4]([C:1](=[O:3])[CH3:2])=[CH:5][CH:6]=4)[CH:10]=[C:11]([Cl:31])[C:12]=3[O:16]2)=[O:29])=[CH:27][CH:26]=1)(=[O:34])[CH3:33]. The catalyst class is: 4. (5) Reactant: [CH3:1][O:2][C:3]1[CH:12]=[C:11]2[C:6]([C:7]([CH3:18])=[CH:8][C:9](=[O:17])[N:10]2[CH2:13][CH2:14][CH:15]=O)=[CH:5][CH:4]=1.[NH2:19][C@H:20]1[CH2:24][N:23]([C:25]2[CH:26]=[CH:27][C:28]3[O:29][CH2:30][C:31](=[O:35])[NH:32][C:33]=3[N:34]=2)[C:22](=[O:36])[CH2:21]1.C(OC(=O)N[C@@H]1CC(=O)NC1)(C)(C)C.C(O[BH-](OC(=O)C)OC(=O)C)(=O)C.[Na+].C(=O)([O-])O.[Na+]. Product: [CH3:1][O:2][C:3]1[CH:12]=[C:11]2[C:6]([C:7]([CH3:18])=[CH:8][C:9](=[O:17])[N:10]2[CH2:13][CH2:14][CH2:15][NH:19][C@H:20]2[CH2:24][N:23]([C:25]3[CH:26]=[CH:27][C:28]4[O:29][CH2:30][C:31](=[O:35])[NH:32][C:33]=4[N:34]=3)[C:22](=[O:36])[CH2:21]2)=[CH:5][CH:4]=1. The catalyst class is: 9. (6) Reactant: [Br:1][C:2]1[CH:3]=[C:4]([CH2:21][CH2:22][C:23]([O:25][CH3:26])=[O:24])[CH:5]=[C:6]([Br:20])[C:7]=1[O:8][C:9]1[CH:14]=[C:13]([CH:15]([CH3:17])[CH3:16])[C:12]([OH:18])=[C:11](I)[CH:10]=1.C(N(C(C)C)CC)(C)C.[Cl-].[Li+].[CH2:38]=[CH:39][C:40]1[CH:45]=[CH:44][CH:43]=[CH:42][CH:41]=1. Product: [Br:1][C:2]1[CH:3]=[C:4]([CH2:21][CH2:22][C:23]([O:25][CH3:26])=[O:24])[CH:5]=[C:6]([Br:20])[C:7]=1[O:8][C:9]1[CH:10]=[C:11](/[CH:38]=[CH:39]/[C:40]2[CH:45]=[CH:44][CH:43]=[CH:42][CH:41]=2)[C:12]([OH:18])=[C:13]([CH:15]([CH3:17])[CH3:16])[CH:14]=1. The catalyst class is: 274. (7) Reactant: Cl[C:2]1[N:7]=[C:6]([C:8]2[S:12][C:11]([NH:13][CH2:14][CH3:15])=[N:10][C:9]=2[C:16]2[CH:21]=[C:20]([O:22][CH3:23])[CH:19]=[C:18]([CH3:24])[CH:17]=2)[CH:5]=[CH:4][N:3]=1.[CH2:25]1[C:29]2[CH:30]=[CH:31][C:32]([NH2:34])=[CH:33][C:28]=2[CH2:27][S:26]1(=[O:36])=[O:35].Cl.O1CCOCC1. Product: [O:35]=[S:26]1(=[O:36])[CH2:25][C:29]2[CH:30]=[CH:31][C:32]([NH:34][C:2]3[N:7]=[C:6]([C:8]4[S:12][C:11]([NH:13][CH2:14][CH3:15])=[N:10][C:9]=4[C:16]4[CH:21]=[C:20]([O:22][CH3:23])[CH:19]=[C:18]([CH3:24])[CH:17]=4)[CH:5]=[CH:4][N:3]=3)=[CH:33][C:28]=2[CH2:27]1. The catalyst class is: 836. (8) Reactant: [H-].[Na+].[Cl:3][C:4]1[C:9]([CH3:10])=[C:8](Cl)[N:7]2[N:12]=[CH:13][CH:14]=[C:6]2[N:5]=1.[CH2:15]([O:17][C:18]1[CH:24]=[CH:23][C:21]([NH2:22])=[C:20]([N+:25]([O-:27])=[O:26])[CH:19]=1)[CH3:16]. Product: [Cl:3][C:4]1[C:9]([CH3:10])=[C:8]([NH:22][C:21]2[CH:23]=[CH:24][C:18]([O:17][CH2:15][CH3:16])=[CH:19][C:20]=2[N+:25]([O-:27])=[O:26])[N:7]2[N:12]=[CH:13][CH:14]=[C:6]2[N:5]=1. The catalyst class is: 348. (9) Product: [CH3:18][C:11]1[C:12]([C:14]([F:17])([F:16])[F:15])=[CH:13][C:8]2[N:7]=[C:22]([C:24]3[CH:29]=[CH:28][CH:27]=[C:26]([C:30]4[CH:35]=[N:34][CH:33]=[C:32]([CH3:36])[N:31]=4)[CH:25]=3)[CH2:21][C:20](=[O:37])[NH:19][C:9]=2[CH:10]=1. Reactant: C(OC(=O)[NH:7][C:8]1[CH:13]=[C:12]([C:14]([F:17])([F:16])[F:15])[C:11]([CH3:18])=[CH:10][C:9]=1[NH:19][C:20](=[O:37])[CH2:21][C:22]([C:24]1[CH:29]=[CH:28][CH:27]=[C:26]([C:30]2[CH:35]=[N:34][CH:33]=[C:32]([CH3:36])[N:31]=2)[CH:25]=1)=O)(C)(C)C.C(O)(C(F)(F)F)=O. The catalyst class is: 2.